This data is from Catalyst prediction with 721,799 reactions and 888 catalyst types from USPTO. The task is: Predict which catalyst facilitates the given reaction. (1) Reactant: [OH:1][C:2]1([CH2:8][CH2:9][N:10]([CH3:24])[C:11]2[CH:23]=[CH:22][C:14]([C:15]([O:17][C:18]([CH3:21])([CH3:20])[CH3:19])=[O:16])=[CH:13][CH:12]=2)[CH2:7][CH2:6][NH:5][CH2:4][CH2:3]1.[C:25]([C:27]1[CH:32]=[CH:31][C:30]([CH2:33][CH:34]=O)=[CH:29][CH:28]=1)#[N:26].C(O[BH-](OC(=O)C)OC(=O)C)(=O)C.[Na+].C(=O)([O-])O.[Na+]. Product: [C:25]([C:27]1[CH:32]=[CH:31][C:30]([CH2:33][CH2:34][N:5]2[CH2:6][CH2:7][C:2]([CH2:8][CH2:9][N:10]([CH3:24])[C:11]3[CH:12]=[CH:13][C:14]([C:15]([O:17][C:18]([CH3:21])([CH3:19])[CH3:20])=[O:16])=[CH:22][CH:23]=3)([OH:1])[CH2:3][CH2:4]2)=[CH:29][CH:28]=1)#[N:26]. The catalyst class is: 411. (2) Reactant: [NH2:1][CH:2]1[CH2:7][CH2:6][CH2:5][N:4]([C:8]([O:10][C:11]([CH3:14])([CH3:13])[CH3:12])=[O:9])[CH2:3]1.Cl[C:16]1[N:21]=[CH:20][C:19]([C:22]#[N:23])=[CH:18][CH:17]=1.C(N(C(C)C)CC)(C)C. Product: [C:22]([C:19]1[CH:18]=[CH:17][C:16]([NH:1][CH:2]2[CH2:7][CH2:6][CH2:5][N:4]([C:8]([O:10][C:11]([CH3:14])([CH3:13])[CH3:12])=[O:9])[CH2:3]2)=[N:21][CH:20]=1)#[N:23]. The catalyst class is: 16. (3) Reactant: Br[CH2:2][C:3]1[C:4]([C:17]2[CH:22]=[CH:21][CH:20]=[CH:19][CH:18]=2)=[N:5][C:6]2[C:11]([C:12]=1[C:13]([O:15][CH3:16])=[O:14])=[CH:10][CH:9]=[CH:8][CH:7]=2.[NH:23]1[CH2:27][CH2:26][CH2:25][C:24]1=[O:28].CC(C)([O-])C.[K+]. Product: [O:28]=[C:24]1[CH2:25][CH2:26][CH2:27][N:23]1[CH2:2][C:3]1[C:4]([C:17]2[CH:22]=[CH:21][CH:20]=[CH:19][CH:18]=2)=[N:5][C:6]2[C:11]([C:12]=1[C:13]([O:15][CH3:16])=[O:14])=[CH:10][CH:9]=[CH:8][CH:7]=2. The catalyst class is: 1. (4) Reactant: [OH:1][C@H:2]1[CH2:7][CH2:6][C@H:5]([C:8]([OH:10])=[O:9])[CH2:4][CH2:3]1.ClC(Cl)(Cl)C(=N)O[C:15]([CH3:18])([CH3:17])[CH3:16]. Product: [C:15]([O:9][C:8]([CH:5]1[CH2:6][CH2:7][CH:2]([OH:1])[CH2:3][CH2:4]1)=[O:10])([CH3:18])([CH3:17])[CH3:16]. The catalyst class is: 68. (5) Reactant: [CH2:1](OC(OCC)CBr)[CH3:2].[CH3:10][C:11]1[CH:12]=[C:13]([N:41]([CH3:45])[C:42]([NH2:44])=[S:43])[CH:14]=[C:15]([CH3:40])[C:16]=1[CH2:17][CH2:18][S:19]([N:22]1[CH2:39][CH2:38][C:25]2([N:29]=[C:28]([CH:30]3[CH2:35][CH2:34][CH:33]([CH3:36])[CH2:32][CH2:31]3)[NH:27][C:26]2=[O:37])[CH2:24][CH2:23]1)(=[O:21])=[O:20]. Product: [CH3:10][C:11]1[CH:12]=[C:13]([N:41]([CH3:45])[C:42]2[S:43][CH:1]=[CH:2][N:44]=2)[CH:14]=[C:15]([CH3:40])[C:16]=1[CH2:17][CH2:18][S:19]([N:22]1[CH2:39][CH2:38][C:25]2([N:29]=[C:28]([CH:30]3[CH2:31][CH2:32][CH:33]([CH3:36])[CH2:34][CH2:35]3)[NH:27][C:26]2=[O:37])[CH2:24][CH2:23]1)(=[O:20])=[O:21]. The catalyst class is: 15. (6) Reactant: [CH3:1][C:2]1[CH:3]=[C:4]([N:8]([CH2:31][CH2:32][C:33]([O:35][CH2:36][CH3:37])=[O:34])[C:9]([C:11]2[CH:30]=[CH:29][C:14]3[N:15]([CH3:28])[C:16]([CH2:18][NH:19][C:20]4[CH:25]=[CH:24][C:23]([C:26]#[N:27])=[CH:22][CH:21]=4)=[N:17][C:13]=3[CH:12]=2)=[O:10])[CH:5]=[CH:6][CH:7]=1.[ClH:38].C(O)C.C(=O)([O-])[O-].[NH4+:46].[NH4+]. Product: [ClH:38].[CH3:1][C:2]1[CH:3]=[C:4]([N:8]([CH2:31][CH2:32][C:33]([O:35][CH2:36][CH3:37])=[O:34])[C:9]([C:11]2[CH:30]=[CH:29][C:14]3[N:15]([CH3:28])[C:16]([CH2:18][NH:19][C:20]4[CH:25]=[CH:24][C:23]([C:26](=[NH:46])[NH2:27])=[CH:22][CH:21]=4)=[N:17][C:13]=3[CH:12]=2)=[O:10])[CH:5]=[CH:6][CH:7]=1. The catalyst class is: 429.